This data is from Full USPTO retrosynthesis dataset with 1.9M reactions from patents (1976-2016). The task is: Predict the reactants needed to synthesize the given product. Given the product [Br:15][C:16]1[CH:17]=[C:18]([C:6]2[CH:5]=[C:4]([C:9]3[CH:14]=[CH:13][CH:12]=[CH:11][CH:10]=3)[N:3]=[C:2]([Cl:1])[N:7]=2)[CH:19]=[CH:20][CH:21]=1, predict the reactants needed to synthesize it. The reactants are: [Cl:1][C:2]1[N:7]=[C:6](I)[CH:5]=[C:4]([C:9]2[CH:14]=[CH:13][CH:12]=[CH:11][CH:10]=2)[N:3]=1.[Br:15][C:16]1[CH:17]=[C:18](B(O)O)[CH:19]=[CH:20][CH:21]=1.C([O-])([O-])=O.[K+].[K+].